This data is from Catalyst prediction with 721,799 reactions and 888 catalyst types from USPTO. The task is: Predict which catalyst facilitates the given reaction. (1) The catalyst class is: 7. Product: [CH:20]1([O:1][C:2]2[CH:7]=[C:6]([O:8][CH2:9][CH2:10][O:11][CH3:12])[CH:5]=[CH:4][C:3]=2/[CH:13]=[CH:14]/[C:15]([O:17][CH2:18][CH3:19])=[O:16])[CH2:25][CH2:24][CH2:23][CH2:22][CH2:21]1. Reactant: [OH:1][C:2]1[CH:7]=[C:6]([O:8][CH2:9][CH2:10][O:11][CH3:12])[CH:5]=[CH:4][C:3]=1/[CH:13]=[CH:14]/[C:15]([O:17][CH2:18][CH3:19])=[O:16].[CH:20]1(O)[CH2:25][CH2:24][CH2:23][CH2:22][CH2:21]1.C(P(CCCC)CCCC)CCC.N(C(N1CCCCC1)=O)=NC(N1CCCCC1)=O. (2) Reactant: [NH2:1][C:2]1[CH:7]=[C:6]([O:8][C:9]2[CH:14]=[CH:13][N:12]=[C:11]([NH:15][CH3:16])N=2)[CH:5]=[CH:4][C:3]=1[OH:17].[Cl:18][C:19]1[CH:32]=[CH:31][C:30]([N:33]=[C:34]=S)=[CH:29][C:20]=1[CH2:21][N:22]1[CH2:27][CH2:26][N:25]([CH3:28])[CH2:24][CH2:23]1.[CH2:36](Cl)CCl. Product: [Cl:18][C:19]1[CH:32]=[CH:31][C:30]([NH:33][C:34]2[O:17][C:3]3[CH:4]=[CH:5][C:6]([O:8][C:9]4[CH:14]=[CH:13][N:12]=[C:11]([NH:15][CH3:16])[CH:36]=4)=[CH:7][C:2]=3[N:1]=2)=[CH:29][C:20]=1[CH2:21][N:22]1[CH2:27][CH2:26][N:25]([CH3:28])[CH2:24][CH2:23]1. The catalyst class is: 23. (3) Reactant: [CH2:1]([N:8]([C@H:14]([CH2:17][CH3:18])[CH2:15][OH:16])[C:9](=[O:13])[CH:10](Cl)[CH3:11])[C:2]1[CH:7]=[CH:6][CH:5]=[CH:4][CH:3]=1.CC(C)([O-])C.[K+]. Product: [CH2:1]([N:8]1[C@H:14]([CH2:17][CH3:18])[CH2:15][O:16][CH:10]([CH3:11])[C:9]1=[O:13])[C:2]1[CH:7]=[CH:6][CH:5]=[CH:4][CH:3]=1. The catalyst class is: 32. (4) Reactant: [CH2:1]([O:8][C@@H:9]1[C@@H:14]([O:15][CH2:16][C:17]2[CH:22]=[CH:21][CH:20]=[CH:19][CH:18]=2)[C@H:13]([O:23][CH2:24][C:25]2[CH:30]=[CH:29][CH:28]=[CH:27][CH:26]=2)[C@@H:12]([CH2:31][O:32][CH2:33][C:34]2[CH:39]=[CH:38][CH:37]=[CH:36][CH:35]=2)[O:11][C@:10]21[C:47]1[C:42](=[CH:43][C:44]([Cl:57])=[C:45]([CH2:48][C:49]3[CH:54]=[CH:53][C:52]([CH2:55][CH3:56])=[CH:51][CH:50]=3)[CH:46]=1)[CH:41]([OH:58])[CH2:40]2)[C:2]1[CH:7]=[CH:6][CH:5]=[CH:4][CH:3]=1.CC(OI1(OC(C)=O)(OC(C)=O)OC(=O)C2C=CC=CC1=2)=O. Product: [CH2:1]([O:8][C@@H:9]1[C@@H:14]([O:15][CH2:16][C:17]2[CH:18]=[CH:19][CH:20]=[CH:21][CH:22]=2)[C@H:13]([O:23][CH2:24][C:25]2[CH:30]=[CH:29][CH:28]=[CH:27][CH:26]=2)[C@@H:12]([CH2:31][O:32][CH2:33][C:34]2[CH:39]=[CH:38][CH:37]=[CH:36][CH:35]=2)[O:11][C@:10]21[C:47]1[C:42](=[CH:43][C:44]([Cl:57])=[C:45]([CH2:48][C:49]3[CH:50]=[CH:51][C:52]([CH2:55][CH3:56])=[CH:53][CH:54]=3)[CH:46]=1)[C:41](=[O:58])[CH2:40]2)[C:2]1[CH:7]=[CH:6][CH:5]=[CH:4][CH:3]=1. The catalyst class is: 4. (5) Reactant: [C:1]([O:5][C:6]([N:8]1[CH2:13][CH2:12][NH:11][CH2:10][CH2:9]1)=[O:7])([CH3:4])([CH3:3])[CH3:2].Cl[CH2:15][CH2:16][NH:17][C:18]([NH:20][C:21]1[C:30]2[C:25](=[CH:26][CH:27]=[CH:28][CH:29]=2)[N:24]=[C:23]([CH3:31])[CH:22]=1)=[O:19].C([O-])(O)=O.[Na+].[Na+].[I-]. Product: [C:1]([O:5][C:6]([N:8]1[CH2:13][CH2:12][N:11]([CH2:15][CH2:16][NH:17][C:18]([NH:20][C:21]2[C:30]3[C:25](=[CH:26][CH:27]=[CH:28][CH:29]=3)[N:24]=[C:23]([CH3:31])[CH:22]=2)=[O:19])[CH2:10][CH2:9]1)=[O:7])([CH3:4])([CH3:2])[CH3:3]. The catalyst class is: 1.